Task: Predict the product of the given reaction.. Dataset: Forward reaction prediction with 1.9M reactions from USPTO patents (1976-2016) (1) Given the reactants [Cl:1][C:2]1[C:3](=[O:25])[N:4]([CH3:24])[CH:5]=[C:6]([C:9]([N:11]2[CH2:16][CH2:15][CH:14]([C:17]3[CH:22]=[CH:21][C:20]([F:23])=[CH:19][CH:18]=3)[CH2:13][CH2:12]2)=[O:10])[C:7]=1Cl.[Cl:26][C:27]1[CH:28]=[CH:29][C:30]([CH3:34])=[C:31]([CH:33]=1)[NH2:32], predict the reaction product. The product is: [Cl:1][C:2]1[C:3](=[O:25])[N:4]([CH3:24])[CH:5]=[C:6]([C:9]([N:11]2[CH2:16][CH2:15][CH:14]([C:17]3[CH:22]=[CH:21][C:20]([F:23])=[CH:19][CH:18]=3)[CH2:13][CH2:12]2)=[O:10])[C:7]=1[NH:32][C:31]1[CH:33]=[C:27]([Cl:26])[CH:28]=[CH:29][C:30]=1[CH3:34]. (2) Given the reactants C1C(=O)N([Br:8])C(=O)C1.[F:9][C:10]1[N:15]=[C:14]([CH3:16])[CH:13]=[CH:12][CH:11]=1.CC(N=NC(C#N)(C)C)(C#N)C.CCCCCC, predict the reaction product. The product is: [Br:8][CH2:16][C:14]1[CH:13]=[CH:12][CH:11]=[C:10]([F:9])[N:15]=1. (3) Given the reactants IC1C=CC=CC=1C(O)=O.[NH2:11][CH2:12][C@@H:13]1[C@H:18]([CH3:19])[CH2:17][CH2:16][CH2:15][N:14]1[C:20]([C:22]1[CH:27]=[CH:26][CH:25]=[CH:24][C:23]=1[C:28]1[N:33]=[CH:32][CH:31]=[CH:30][N:29]=1)=[O:21].F[C:35]1[CH:40]=[CH:39][C:38]([C:41]([F:44])([F:43])[F:42])=[CH:37][N:36]=1, predict the reaction product. The product is: [CH3:19][C@@H:18]1[CH2:17][CH2:16][CH2:15][N:14]([C:20]([C:22]2[CH:27]=[CH:26][CH:25]=[CH:24][C:23]=2[C:28]2[N:29]=[CH:30][CH:31]=[CH:32][N:33]=2)=[O:21])[C@@H:13]1[CH2:12][NH:11][C:35]1[CH:40]=[CH:39][C:38]([C:41]([F:44])([F:43])[F:42])=[CH:37][N:36]=1.